From a dataset of Catalyst prediction with 721,799 reactions and 888 catalyst types from USPTO. Predict which catalyst facilitates the given reaction. (1) Reactant: [Cl:1][C:2]1[CH:3]=[C:4]([N:9]2[CH2:14][CH2:13][NH:12][CH2:11][CH2:10]2)[CH:5]=[CH:6][C:7]=1[Cl:8].[OH-].[Na+].Br[CH2:18][CH2:19][Cl:20]. Product: [Cl:20][CH2:19][CH2:18][N:12]1[CH2:13][CH2:14][N:9]([C:4]2[CH:5]=[CH:6][C:7]([Cl:8])=[C:2]([Cl:1])[CH:3]=2)[CH2:10][CH2:11]1. The catalyst class is: 16. (2) Reactant: Br[C:2]1[S:3][CH:4]=[CH:5][N:6]=1.[NH2:7][C:8]1[CH:9]=[C:10]([OH:14])[CH:11]=[CH:12][CH:13]=1.Cl. Product: [S:3]1[CH:4]=[CH:5][N:6]=[C:2]1[NH:7][C:8]1[CH:9]=[C:10]([OH:14])[CH:11]=[CH:12][CH:13]=1. The catalyst class is: 14. (3) Reactant: [F:1][C:2]1[CH:3]=[N:4][CH:5]=[C:6]([F:33])[C:7]=1[C:8]1[CH:9]=[C:10]2[N:22]=[C:21]([C:23]3[CH:32]=[CH:31][C:26]([C:27]([O:29]C)=[O:28])=[CH:25][CH:24]=3)[NH:20][C:11]2=[N:12][C:13]=1[C:14]1[CH:15]=[N:16][CH:17]=[CH:18][CH:19]=1.Cl. Product: [F:33][C:6]1[CH:5]=[N:4][CH:3]=[C:2]([F:1])[C:7]=1[C:8]1[CH:9]=[C:10]2[N:22]=[C:21]([C:23]3[CH:32]=[CH:31][C:26]([C:27]([OH:29])=[O:28])=[CH:25][CH:24]=3)[NH:20][C:11]2=[N:12][C:13]=1[C:14]1[CH:15]=[N:16][CH:17]=[CH:18][CH:19]=1. The catalyst class is: 494. (4) Reactant: [CH3:1][N:2]([CH3:28])[CH2:3][C:4]([CH3:27])([O:6][C:7]1[N:12]=[N:11][C:10]([N:13]=C(C2C=CC=CC=2)C2C=CC=CC=2)=[CH:9][CH:8]=1)[CH3:5].Cl.NO.C([O-])(=O)C.[Na+]. Product: [CH3:1][N:2]([CH3:28])[CH2:3][C:4]([CH3:5])([CH3:27])[O:6][C:7]1[N:12]=[N:11][C:10]([NH2:13])=[CH:9][CH:8]=1. The catalyst class is: 5. (5) Reactant: [BH4-].[Na+].[Br:3][C:4]1[CH:5]=[C:6]2[C:11](=[CH:12][CH:13]=1)[C:10](=[O:14])[NH:9][CH:8]=[C:7]2[SH:15].[Si:16]([O:33][CH2:34][C@@H:35]1[CH2:40][C@H:39](OS(C)(=O)=O)[CH2:38][CH2:37][N:36]1[C:46]([O:48][C:49]([CH3:52])([CH3:51])[CH3:50])=[O:47])([C:29]([CH3:32])([CH3:31])[CH3:30])([C:23]1[CH:28]=[CH:27][CH:26]=[CH:25][CH:24]=1)[C:17]1[CH:22]=[CH:21][CH:20]=[CH:19][CH:18]=1.C(=O)([O-])[O-].[K+].[K+]. Product: [Br:3][C:4]1[CH:5]=[C:6]2[C:11](=[CH:12][CH:13]=1)[C:10](=[O:14])[NH:9][CH:8]=[C:7]2[S:15][C@H:39]1[CH2:38][CH2:37][N:36]([C:46]([O:48][C:49]([CH3:51])([CH3:50])[CH3:52])=[O:47])[C@H:35]([CH2:34][O:33][Si:16]([C:29]([CH3:32])([CH3:31])[CH3:30])([C:23]2[CH:28]=[CH:27][CH:26]=[CH:25][CH:24]=2)[C:17]2[CH:22]=[CH:21][CH:20]=[CH:19][CH:18]=2)[CH2:40]1. The catalyst class is: 8. (6) Reactant: C[O:2][C:3](=[O:36])[CH2:4][O:5][C:6]1[CH:11]=[CH:10][C:9]([C:12]2[CH:13]=[C:14]3[C:18](=[CH:19][CH:20]=2)[N:17]([CH2:21][C:22]2[CH:27]=[CH:26][CH:25]=[CH:24][CH:23]=2)[C:16]([CH3:28])=[C:15]3[CH2:29][C:30]2[CH:35]=[CH:34][CH:33]=[CH:32][CH:31]=2)=[CH:8][CH:7]=1.[OH-].[K+]. Product: [CH2:21]([N:17]1[C:18]2[C:14](=[CH:13][C:12]([C:9]3[CH:10]=[CH:11][C:6]([O:5][CH2:4][C:3]([OH:36])=[O:2])=[CH:7][CH:8]=3)=[CH:20][CH:19]=2)[C:15]([CH2:29][C:30]2[CH:35]=[CH:34][CH:33]=[CH:32][CH:31]=2)=[C:16]1[CH3:28])[C:22]1[CH:23]=[CH:24][CH:25]=[CH:26][CH:27]=1. The catalyst class is: 36. (7) Reactant: [CH3:1][O:2][C:3]([C:5]1[CH:13]=[C:12]2[C:8]([C:9]([CH3:14])=[N:10][NH:11]2)=[CH:7][CH:6]=1)=[O:4].[H-].[Na+].[Cl:17][C:18]1[CH:25]=[C:24]([Cl:26])[CH:23]=[CH:22][C:19]=1[CH2:20]Cl. Product: [Cl:17][C:18]1[CH:25]=[C:24]([Cl:26])[CH:23]=[CH:22][C:19]=1[CH2:20][N:11]1[C:12]2[C:8](=[CH:7][CH:6]=[C:5]([C:3]([O:2][CH3:1])=[O:4])[CH:13]=2)[C:9]([CH3:14])=[N:10]1. The catalyst class is: 9. (8) Reactant: [CH3:1][C:2]([CH3:29])([CH3:28])[C:3]#[C:4][C:5]1[S:9][CH:8]=[C:7]([N:10]([C@H:21]2[CH2:26][CH2:25][C@H:24]([OH:27])[CH2:23][CH2:22]2)[C:11]([C@@H:13]2[C@@H:18]([CH3:19])[CH2:17][C:16]([CH3:20])=[CH:15][CH2:14]2)=[O:12])[CH:6]=1.C(NC(C)C)(C)C.[Li].[C:38]([O:41]CC)(=[O:40])C.ClCCl. Product: [CH3:29][C:2]([CH3:28])([CH3:1])[C:3]#[C:4][C:5]1[S:9][C:8]([C:38]([OH:41])=[O:40])=[C:7]([N:10]([C:11]([C@@H:13]2[C@@H:18]([CH3:19])[CH2:17][C:16]([CH3:20])=[CH:15][CH2:14]2)=[O:12])[CH:21]2[CH2:26][CH2:25][CH:24]([OH:27])[CH2:23][CH2:22]2)[CH:6]=1. The catalyst class is: 1.